Dataset: Full USPTO retrosynthesis dataset with 1.9M reactions from patents (1976-2016). Task: Predict the reactants needed to synthesize the given product. Given the product [C:1]([O:5][C:6](=[O:16])[NH:7][C:8]1[CH:13]=[CH:12][C:11]([C:21]#[C:20][CH2:19][N:18]([CH3:22])[CH3:17])=[C:10]([Cl:15])[CH:9]=1)([CH3:4])([CH3:3])[CH3:2], predict the reactants needed to synthesize it. The reactants are: [C:1]([O:5][C:6](=[O:16])[NH:7][C:8]1[CH:13]=[CH:12][C:11](I)=[C:10]([Cl:15])[CH:9]=1)([CH3:4])([CH3:3])[CH3:2].[CH3:17][N:18]([CH3:22])[CH2:19][C:20]#[CH:21].